Dataset: Forward reaction prediction with 1.9M reactions from USPTO patents (1976-2016). Task: Predict the product of the given reaction. (1) Given the reactants [Si]([O:8][C@@H:9]1[C@@:34]2([CH3:35])[C:13](=[CH:14][CH:15]=[C:16]3[C@@H:33]2[CH2:32][CH2:31][C@@:30]2([CH3:36])[C@H:17]3[CH2:18][CH:19]=[C:20]2[C@@H:21]([S:23][CH2:24][CH2:25][C:26]([OH:29])([CH3:28])[CH3:27])[CH3:22])[CH2:12][C@@H:11]([OH:37])[CH2:10]1)(C(C)(C)C)(C)C.[F-].C([N+](CCCC)(CCCC)CCCC)CCC, predict the reaction product. The product is: [OH:8][C@@H:9]1[C@@:34]2([CH3:35])[C:13](=[CH:14][CH:15]=[C:16]3[C@@H:33]2[CH2:32][CH2:31][C@@:30]2([CH3:36])[C@H:17]3[CH2:18][CH:19]=[C:20]2[C@@H:21]([S:23][CH2:24][CH2:25][C:26]([OH:29])([CH3:27])[CH3:28])[CH3:22])[CH2:12][C@@H:11]([OH:37])[CH2:10]1. (2) Given the reactants [CH2:1]([C@H:3]1[CH2:8][CH2:7][C@H:6]([CH:9]([OH:21])[C:10]#[C:11][C:12]2[CH:17]=[CH:16][C:15]([F:18])=[C:14]([F:19])[C:13]=2[F:20])[CH2:5][CH2:4]1)[CH3:2].[H][H], predict the reaction product. The product is: [CH2:1]([C@H:3]1[CH2:8][CH2:7][C@H:6]([CH:9]([OH:21])[CH2:10][CH2:11][C:12]2[CH:17]=[CH:16][C:15]([F:18])=[C:14]([F:19])[C:13]=2[F:20])[CH2:5][CH2:4]1)[CH3:2]. (3) Given the reactants [NH2:1][C@H:2]1[CH2:7][CH2:6][C@H:5]([OH:8])[CH2:4][CH2:3]1.[C:9]1(=O)[O:14][C:12](=[O:13])[C:11]2=[CH:15][CH:16]=[CH:17][CH:18]=[C:10]12.Br.N1C=CC=CC=1, predict the reaction product. The product is: [C:9]1(=[O:14])[N:1]([CH:2]2[CH2:7][CH2:6][CH:5]([OH:8])[CH2:4][CH2:3]2)[C:12](=[O:13])[C:11]2=[CH:15][CH:16]=[CH:17][CH:18]=[C:10]12. (4) Given the reactants [NH2:1][C:2]1[CH:3]=[CH:4][C:5]([Cl:12])=[C:6]([C:8]([F:11])([F:10])[F:9])[CH:7]=1.[CH3:13][C:14]([CH3:16])=O.C([BH3-])#N.[Na+], predict the reaction product. The product is: [Cl:12][C:5]1[CH:4]=[CH:3][C:2]([NH:1][CH:14]([CH3:16])[CH3:13])=[CH:7][C:6]=1[C:8]([F:9])([F:10])[F:11]. (5) Given the reactants [C:1]1([CH:8]=[CH:7][CH:6]=[C:4]([OH:5])[CH:3]=1)[OH:2].[OH-:9].[Na+].[Na+].[Cl-].[CH3:13][CH2:14][CH2:15][CH2:16][CH2:17]CC.CC[O:22]C(C)=O, predict the reaction product. The product is: [OH:9][C:15]1([C:6]2[CH:7]=[CH:8][C:1]([OH:2])=[CH:3][C:4]=2[OH:5])[CH2:16][CH2:17][O:22][CH2:13][CH2:14]1. (6) The product is: [OH:1][C:2]1[CH:11]=[C:10]2[C:5]([C:6](=[O:14])[C:7]([CH3:13])=[C:8]([CH3:12])[O:9]2)=[C:4]([CH3:21])[CH:3]=1. Given the reactants [OH:1][C:2]1[CH:11]=[C:10]2[C:5]([C:6](=[O:14])[C:7]([CH3:13])=[C:8]([CH3:12])[O:9]2)=[CH:4][CH:3]=1.[Cl-].[Al+3].[Cl-].[Cl-].O.Cl[CH3:21], predict the reaction product.